Dataset: Catalyst prediction with 721,799 reactions and 888 catalyst types from USPTO. Task: Predict which catalyst facilitates the given reaction. (1) Reactant: [F:1][C:2]1[CH:3]=[C:4]([C:9]([F:16])([F:15])[C:10]([O:12]CC)=[O:11])[CH:5]=[C:6]([F:8])[CH:7]=1.[OH-].[Li+]. Product: [F:1][C:2]1[CH:3]=[C:4]([C:9]([F:16])([F:15])[C:10]([OH:12])=[O:11])[CH:5]=[C:6]([F:8])[CH:7]=1. The catalyst class is: 8. (2) Reactant: [CH3:1][C:2]1[CH:7]=[CH:6][C:5]([NH2:8])=[CH:4][C:3]=1[N+:9]([O-:11])=[O:10].[F:12][C:13]([F:24])([F:23])[C:14]1[CH:15]=[C:16]([CH:20]=[CH:21][CH:22]=1)[C:17](Cl)=[O:18].C(N(CC)CC)C. The catalyst class is: 2. Product: [CH3:1][C:2]1[CH:7]=[CH:6][C:5]([NH:8][C:17](=[O:18])[C:16]2[CH:20]=[CH:21][CH:22]=[C:14]([C:13]([F:12])([F:23])[F:24])[CH:15]=2)=[CH:4][C:3]=1[N+:9]([O-:11])=[O:10]. (3) Reactant: P.II.C([O:6][C:7](=[O:22])[CH2:8][O:9][C:10]1[CH:15]=[CH:14][C:13]([S:16](Cl)(=O)=O)=[CH:12][C:11]=1[CH2:20][CH3:21])C.O. Product: [CH2:20]([C:11]1[CH:12]=[C:13]([SH:16])[CH:14]=[CH:15][C:10]=1[O:9][CH2:8][C:7]([OH:22])=[O:6])[CH3:21]. The catalyst class is: 15. (4) The catalyst class is: 4. Reactant: [Cl-].[Al+3].[Cl-].[Cl-].C([O:12][C:13]1[CH:18]=[C:17]([F:19])[CH:16]=[C:15]([Br:20])[CH:14]=1)C1C=CC=CC=1.CN(C)C1C=CC=CC=1.Cl. Product: [Br:20][C:15]1[CH:14]=[C:13]([OH:12])[CH:18]=[C:17]([F:19])[CH:16]=1. (5) Reactant: C[O:2][C:3]([C:5]1([NH:34][CH3:35])[CH2:10][CH2:9][N:8]([C:11]2[N:19]=[CH:18][N:17]=[C:16]3[C:12]=2[N:13]=[C:14]([C:27]2[CH:32]=[CH:31][CH:30]=[CH:29][C:28]=2[Cl:33])[N:15]3[C:20]2[CH:25]=[CH:24][C:23]([Cl:26])=[CH:22][CH:21]=2)[CH2:7][CH2:6]1)=O.[H-].C([Al+]CC(C)C)C(C)C. Product: [Cl:26][C:23]1[CH:22]=[CH:21][C:20]([N:15]2[C:14]([C:27]3[CH:32]=[CH:31][CH:30]=[CH:29][C:28]=3[Cl:33])=[N:13][C:12]3[C:16]2=[N:17][CH:18]=[N:19][C:11]=3[N:8]2[CH2:9][CH2:10][C:5]([CH2:3][OH:2])([NH:34][CH3:35])[CH2:6][CH2:7]2)=[CH:25][CH:24]=1. The catalyst class is: 7. (6) Reactant: C(P(C(C)(C)C)C1C=CC=CC=1C1C=CC=CC=1)(C)(C)C.[O-]P([O-])([O-])=O.[K+].[K+].[K+].C([O:32][C:33](=[O:62])[CH:34]([C:55]1[CH:56]=[C:57]([CH3:61])[CH:58]=[CH:59][CH:60]=1)[CH2:35][C:36]1[CH:40]=[C:39]([C:41]2[CH:46]=[CH:45][C:44](Br)=[CH:43][CH:42]=2)[N:38]([C:48]2[CH:53]=[CH:52][C:51]([CH3:54])=[CH:50][CH:49]=2)[N:37]=1)C.[CH2:63]([NH2:66])[CH:64]=[CH2:65]. Product: [CH2:63]([NH:66][C:44]1[CH:43]=[CH:42][C:41]([C:39]2[N:38]([C:48]3[CH:53]=[CH:52][C:51]([CH3:54])=[CH:50][CH:49]=3)[N:37]=[C:36]([CH2:35][CH:34]([C:55]3[CH:56]=[C:57]([CH3:61])[CH:58]=[CH:59][CH:60]=3)[C:33]([OH:62])=[O:32])[CH:40]=2)=[CH:46][CH:45]=1)[CH:64]=[CH2:65]. The catalyst class is: 727.